From a dataset of Forward reaction prediction with 1.9M reactions from USPTO patents (1976-2016). Predict the product of the given reaction. (1) Given the reactants O/[CH:2]=[C:3]1\[C:4](=O)[CH:5]=[C:6]2[C@:11]([C:13]([O:15][CH3:16])=[O:14])([CH2:12]\1)[CH2:10][N:9]([C:17]([O:19][C:20]([CH3:23])([CH3:22])[CH3:21])=[O:18])[CH2:8][CH2:7]2.O.O.O.C([O-])(=O)C.[Na+].[C:33]1([NH:39][NH2:40])[CH:38]=[CH:37][CH:36]=[CH:35][CH:34]=1.O, predict the reaction product. The product is: [C:33]1([N:39]2[C:4]3[CH:5]=[C:6]4[C@:11]([C:13]([O:15][CH3:16])=[O:14])([CH2:12][C:3]=3[CH:2]=[N:40]2)[CH2:10][N:9]([C:17]([O:19][C:20]([CH3:21])([CH3:23])[CH3:22])=[O:18])[CH2:8][CH2:7]4)[CH:38]=[CH:37][CH:36]=[CH:35][CH:34]=1. (2) Given the reactants [Br:1][C:2]1[CH:3]=[C:4]2[C:9](=[CH:10][CH:11]=1)[C:8](F)([F:12])[C:7](F)([F:14])[CH:6]=[CH:5]2.[NH4+].[Cl-].[NH4+].[OH-], predict the reaction product. The product is: [Br:1][C:2]1[CH:3]=[C:4]2[C:9](=[CH:10][CH:11]=1)[C:8]([F:12])=[C:7]([F:14])[CH:6]=[CH:5]2. (3) Given the reactants [OH:1][CH2:2][CH2:3][NH:4][CH2:5][CH2:6][CH:7]1[S:11][C:10]([C:12]2[NH:13][C:14]3[C:19]([CH:20]=2)=[CH:18][CH:17]=[CH:16][C:15]=3[N:21]([CH3:30])[S:22]([C:25]2[S:26][CH:27]=[CH:28][CH:29]=2)(=[O:24])=[O:23])=[N:9][CH2:8]1.Cl[CH2:32][C:33](Cl)=[O:34].[OH-].[Na+].Cl, predict the reaction product. The product is: [CH3:30][N:21]([C:15]1[CH:16]=[CH:17][CH:18]=[C:19]2[C:14]=1[NH:13][C:12]([C:10]1[S:11][CH:7]([CH2:6][CH2:5][N:4]3[CH2:3][CH2:2][O:1][CH2:32][C:33]3=[O:34])[CH2:8][N:9]=1)=[CH:20]2)[S:22]([C:25]1[S:26][CH:27]=[CH:28][CH:29]=1)(=[O:24])=[O:23]. (4) Given the reactants [Cl:1][C:2]1[CH:7]=[C:6](Cl)[C:5]([C:9]([O:11][CH2:12][CH3:13])=[O:10])=[CH:4][N:3]=1.[CH3:14][NH2:15], predict the reaction product. The product is: [Cl:1][C:2]1[CH:7]=[C:6]([NH:15][CH3:14])[C:5]([C:9]([O:11][CH2:12][CH3:13])=[O:10])=[CH:4][N:3]=1. (5) The product is: [ClH:64].[CH2:16]([N:15]1[C:11]([CH2:10][CH2:9][NH2:8])=[N:12][C:13]([C:23]2[CH:28]=[CH:27][CH:26]=[CH:25][CH:24]=2)=[N:14]1)[C:17]1[CH:18]=[CH:19][CH:20]=[CH:21][CH:22]=1. Given the reactants C(OC([N:8](C(OC(C)(C)C)=O)[CH2:9][CH2:10][C:11]1[N:15]([CH2:16][C:17]2[CH:22]=[CH:21][CH:20]=[CH:19][CH:18]=2)[N:14]=[C:13]([C:23]2[CH:28]=[CH:27][CH:26]=[CH:25][CH:24]=2)[N:12]=1)=O)(C)(C)C.C(N1C(CCNC(=O)OC(C)(C)C)=NC(C2C=CC=CC=2)=N1)C1C=CC=CC=1.[ClH:64], predict the reaction product. (6) Given the reactants [O:1]1[C:5]2[CH:6]=[CH:7][CH:8]=[CH:9][C:4]=2[N:3]=[C:2]1[C:10]1[CH:11]=[CH:12][C:13]([NH:17][CH:18]2[CH2:23][CH2:22][O:21][CH2:20][CH2:19]2)=[C:14]([CH:16]=1)[NH2:15].[CH:24](=O)[C:25]1[CH:30]=[CH:29][C:28]([O:31][CH3:32])=[CH:27][CH:26]=1.OOS([O-])=O.[K+].C(=O)([O-])[O-].[K+].[K+], predict the reaction product. The product is: [O:1]1[C:5]2[CH:6]=[CH:7][CH:8]=[CH:9][C:4]=2[N:3]=[C:2]1[C:10]1[CH:11]=[CH:12][C:13]2[N:17]([CH:18]3[CH2:23][CH2:22][O:21][CH2:20][CH2:19]3)[C:24]([C:25]3[CH:30]=[CH:29][C:28]([O:31][CH3:32])=[CH:27][CH:26]=3)=[N:15][C:14]=2[CH:16]=1. (7) Given the reactants [Br:1][C:2]1[CH:12]=[CH:11][C:5]([O:6][CH2:7][C:8]([NH2:10])=[O:9])=[C:4]([C:13]#[N:14])[CH:3]=1.N1CCC[CH2:17][CH2:16]1.[NH2:21][CH2:22][CH2:23][C:24]1[N:28]=[CH:27][NH:26][CH:25]=1, predict the reaction product. The product is: [Br:1][C:2]1[CH:12]=[CH:11][C:5]2[O:6][C:7]3[C:8](=[O:9])[NH:10][C:16]([CH2:17][NH:21][CH2:22][CH2:23][C:24]4[N:28]=[CH:27][NH:26][CH:25]=4)=[N:14][C:13]=3[C:4]=2[CH:3]=1. (8) Given the reactants FC(F)(F)C(O)=O.[Cl:8][C:9]1[CH:14]=[C:13]2[NH:15][C:16](=[O:38])[C:17]3([CH:21]([C:22]4[CH:27]=[CH:26][CH:25]=[C:24]([Cl:28])[C:23]=4[F:29])[CH:20]([C:30]([OH:32])=O)[NH:19][CH:18]3[CH2:33][C:34]([CH3:37])([CH3:36])[CH3:35])[C:12]2=[CH:11][CH:10]=1.C(N(C(C)C)CC)(C)C.C1(P(Cl)(C2C=CC=CC=2)=O)C=CC=CC=1.[CH3:63][O:64][C:65](=[O:76])[C:66]1[CH:71]=[CH:70][C:69]([NH2:72])=[C:68]([O:73][CH2:74][CH3:75])[CH:67]=1, predict the reaction product. The product is: [CH3:63][O:64][C:65](=[O:76])[C:66]1[CH:71]=[CH:70][C:69]([NH:72][C:30]([C@@H:20]2[NH:19][C@@H:18]([CH2:33][C:34]([CH3:35])([CH3:37])[CH3:36])[C@:17]3([C:12]4[C:13](=[CH:14][C:9]([Cl:8])=[CH:10][CH:11]=4)[NH:15][C:16]3=[O:38])[C@H:21]2[C:22]2[CH:27]=[CH:26][CH:25]=[C:24]([Cl:28])[C:23]=2[F:29])=[O:32])=[C:68]([O:73][CH2:74][CH3:75])[CH:67]=1.